From a dataset of Experimentally validated miRNA-target interactions with 360,000+ pairs, plus equal number of negative samples. Binary Classification. Given a miRNA mature sequence and a target amino acid sequence, predict their likelihood of interaction. (1) The miRNA is mmu-miR-1894-5p with sequence CUCUCCCCUACCACCUGCCUCU. The protein sequence of the target gene is MGNQLAGIAPSQILSVESYFSDIHDFEYDKSLGSTRFFKVARAKHREGLVVVKVFAIQDPTLPLTSYKQELEELKIRLHSAQNCLPFQKAAEKASEKAAMLFRQYVRDNLYDRISTRPFLNNIEKRWIAFQILTAVDQAHKSGVRHGDIKTENVMVTSWNWVLLTDFASFKPTYLPEDNPADFNYFFDTSRRRTCYIAPERFVDGGMFATELEYMRDPSTPLVDLNSNQRARGELKRAMDIFSAGCVIAELFTEGVPLFDLSQLLAYRNGHFFPEQVLNKIEDRSIRDLVTQMINREPEK.... Result: 0 (no interaction). (2) The miRNA is hsa-miR-6748-5p with sequence UGUGGGUGGGAAGGACUGGAUU. The protein sequence of the target gene is MARGNQREIARQKNMKKTQEISKGKRKEDSLTASQRKQRDSEIMQQKQKIANEKKSMQTTEK. Result: 0 (no interaction). (3) The miRNA is hsa-miR-302c-3p with sequence UAAGUGCUUCCAUGUUUCAGUGG. The protein sequence of the target gene is MAMVTGGWGGPGGDTNGVDKAGGYPRAAEDDSASPPGAASDAEPGDEERPGLQVDCVVCGDKSSGKHYGVFTCEGCKSFFKRSIRRNLSYTCRSNRDCQIDQHHRNQCQYCRLKKCFRVGMRKEAVQRGRIPHSLPGAVAASSGSPPGSALAAVASGGDLFPGQPVSELIAQLLRAEPYPAAAGRFGAGGGAAGAVLGIDNVCELAARLLFSTVEWARHAPFFPELPVADQVALLRLSWSELFVLNAAQAALPLHTAPLLAAAGLHAAPMAAERAVAFMDQVRAFQEQVDKLGRLQVDSA.... Result: 1 (interaction). (4) The miRNA is hsa-miR-362-3p with sequence AACACACCUAUUCAAGGAUUCA. The protein sequence of the target gene is MHLTVFLLKGIVGFLWSCWVLVGYAKGGLGDNHVHSSFIYRRLRNHERREIQREILSILGLPHRPRPFSPGKQASSAPLFMLDLYNAMTNEENPEESEYSVRASLAEETRGARKGYPASPNGYPRRIQLSRTTPLTTQSPPLASLHDTNFLNDADMVMSFVNLVERDKDFSHQRRHYKEFRFDLTQIPHGEAVTAAEFRIYKDRSNNRFENETIKISIYQIIKEYTNRDADLFLLDTRKAQALDVGWLVFDITVTSNHWVINPQNNLGLQLCAETGDGRSINVKSAGLVGRQGPQSKQPF.... Result: 0 (no interaction). (5) The miRNA is hsa-miR-135a-3p with sequence UAUAGGGAUUGGAGCCGUGGCG. The protein sequence of the target gene is MSLCGARANAKMMAAYNGGTSAAAAGHHHHHHHHLPHLPPPHLHHHHHPQHHLHPGSAAAVHPVQQHTSSAAAAAAAAAAAAAMLNPGQQQPYFPSPAPGQAPGPAAAAPAQVQAAAAATVKAHHHQHSHHPQQQLDIEPDRPIGYGAFGVVWSVTDPRDGKRVALKKMPNVFQNLVSCKRVFRELKMLCFFKHDNVLSALDILQPPHIDYFEEIYVVTELMQSDLHKIIVSPQPLSSDHVKVFLYQILRGLKYLHSAGILHRDIKPGNLLVNSNCVLKICDFGLARVEELDESRHMTQE.... Result: 1 (interaction). (6) Result: 1 (interaction). The protein sequence of the target gene is MLLPLLLLLPMCWAVEVKRPRGVSLTNHHFYDESKPFTCLDGSATIPFDQVNDDYCDCKDGSDEPGTAACPNGSFHCTNTGYKPLYIPSNRVNDGVCDCCDGTDEYNSGVICENTCKEKGRKERESLQQMAEVTREGFRLKKILIEDWKKAREEKQKKLIELQAGKKSLEDQVEMLRTVKEEAEKPEREAKEQHQKLWEEQLAAAKAQQEQELAADAFKELDDDMDGTVSVTELQTHPELDTDGDGALSEAEAQALLSGDTQTDATSFYDRVWAAIRDKYRSEALPTDLPAPSAPDLTEP.... The miRNA is hsa-miR-454-3p with sequence UAGUGCAAUAUUGCUUAUAGGGU. (7) The miRNA is hsa-miR-600 with sequence ACUUACAGACAAGAGCCUUGCUC. The protein sequence of the target gene is MDFLLGNPFSSPVGQRIEKATDGSLQSEDWALNMEICDIINETEEGPKDALRAVKKRIVGNKNFHEVMLALTVLETCVKNCGHRFHVLVASQDFVESVLVRTILPKNNPPTIVHDKVLNLIQSWADAFRSSPDLTGVVTIYEDLRRKGLEFPMTDLDMLSPIHTPQRTVFNSETQSGQDSVGTDSSQQEDSGQHAAPLPAPPILSGDTPIAPTPEQIGKLRSELEMVSGNVRVMSEMLTELVPTQAEPADLELLQELNRTCRAMQQRVLELIPQIANEQLTEELLIVNDNLNNVFLRHER.... Result: 0 (no interaction). (8) The miRNA is hsa-miR-302d-5p with sequence ACUUUAACAUGGAGGCACUUGC. The protein sequence of the target gene is MARKTIDSIPEPIALPTEETVQKRIKLKMVDLDAEIAKLNVQSLDSSIQMIRDIDQMNVDAVQTTAALEDQDEQLDKIEANLSNVIDDLNVVSHNITAMEHYCGCGFFRILRAPFKYFRKRERDIIKEEVLEKMTSPKLRRKEESNMMMFTNSSKRRESTGDFMKRLTCDAIEDELERNLMQIDQGLESVKNLAVDMHVQLKLQEPKLNRIEELTETNDFVVEGVNDKVKKLLH. Result: 0 (no interaction). (9) The miRNA is hsa-miR-654-5p with sequence UGGUGGGCCGCAGAACAUGUGC. Result: 0 (no interaction). The protein sequence of the target gene is MEEEGLECPNSSSEKRYFPESLDSSDGDEEEVLACEDLELNPFDGLPYSSRYYKLLKEREDLPIWKEKYSFMENLLQNQIVIVSGDAKCGKSAQVPQWCAEYCLSIHYQHGGVICTQVHKQTVVQLALRVADEMDVNIGHEVGYVIPFENCCTNETILRYCTDDMLQREMMSNPFLGSYGVIILDDIHERSIATDVLLGLLKDVLLARPELKLIINSSPHLISKLNSYYGNVPVIEVKNKHPVEVVYLSEAQKDSFESILRLIFEIHHSGEKGDIVVFLACEQDIEKVCETVYQGSNLNP....